This data is from Catalyst prediction with 721,799 reactions and 888 catalyst types from USPTO. The task is: Predict which catalyst facilitates the given reaction. (1) Reactant: C(OC(=O)[N:7]([CH2:11][CH2:12][NH:13][C:14]1[CH:23]=[CH:22][C:21]2[C:16](=[CH:17][CH:18]=[C:19]([CH3:38])[C:20]=2[NH:24][C:25](=[O:37])[CH2:26][C:27]23[CH2:36][CH:31]4[CH2:32][CH:33]([CH2:35][CH:29]([CH2:30]4)[CH2:28]2)[CH2:34]3)[N:15]=1)[CH2:8][CH2:9][OH:10])(C)(C)C.[ClH:40]. Product: [ClH:40].[ClH:40].[C:27]12([CH2:26][C:25]([NH:24][C:20]3[C:19]([CH3:38])=[CH:18][CH:17]=[C:16]4[C:21]=3[CH:22]=[CH:23][C:14]([NH:13][CH2:12][CH2:11][NH:7][CH2:8][CH2:9][OH:10])=[N:15]4)=[O:37])[CH2:36][CH:31]3[CH2:30][CH:29]([CH2:35][CH:33]([CH2:32]3)[CH2:34]1)[CH2:28]2. The catalyst class is: 269. (2) The catalyst class is: 44. Reactant: [NH2:1][C:2]1[CH:6]=[C:5]([C:7]2[CH:8]=[N:9][NH:10][C:11]=2[CH3:12])[S:4][C:3]=1[C:13]([NH2:15])=[O:14].[CH2:16]([N:23]1[CH2:28][CH2:27][C:26](=O)[CH2:25][CH2:24]1)[C:17]1[CH:22]=[CH:21][CH:20]=[CH:19][CH:18]=1.CC1(C)C2(CS(O)(=O)=O)C(CC1CC2)=O.[O-]S([O-])(=O)=O.[Mg+2].C([O-])(O)=O.[Na+]. Product: [CH2:16]([N:23]1[CH2:28][CH2:27][C:26]2([NH:1][C:2]3[CH:6]=[C:5]([C:7]4[CH:8]=[N:9][NH:10][C:11]=4[CH3:12])[S:4][C:3]=3[C:13](=[O:14])[NH:15]2)[CH2:25][CH2:24]1)[C:17]1[CH:22]=[CH:21][CH:20]=[CH:19][CH:18]=1. (3) Product: [CH3:17][C:5]1[CH:4]=[CH:3][C:2]([NH:1][C:19]([NH:18][C:21]2[CH:26]=[CH:25][CH:24]=[C:23]([C:27]([F:28])([F:29])[F:30])[CH:22]=2)=[O:20])=[CH:16][C:6]=1[C:7](=[O:8])[NH:9][C:10]1[CH:15]=[N:14][CH:13]=[N:12][CH:11]=1. The catalyst class is: 48. Reactant: [NH2:1][C:2]1[CH:3]=[CH:4][C:5]([CH3:17])=[C:6]([CH:16]=1)[C:7]([NH:9][C:10]1[CH:11]=[N:12][CH:13]=[N:14][CH:15]=1)=[O:8].[N:18]([C:21]1[CH:26]=[CH:25][CH:24]=[C:23]([C:27]([F:30])([F:29])[F:28])[CH:22]=1)=[C:19]=[O:20].